This data is from Experimentally validated miRNA-target interactions with 360,000+ pairs, plus equal number of negative samples. The task is: Binary Classification. Given a miRNA mature sequence and a target amino acid sequence, predict their likelihood of interaction. (1) The miRNA is hsa-miR-520a-5p with sequence CUCCAGAGGGAAGUACUUUCU. The protein sequence of the target gene is MSSPHRASTTQQLADLSLTEGEHDEGKPLSIDYLQGHEGLIEEVLKWSEHEQLDFMDKIVHRLSHYQLGKVDNFIRPMLQRDFISNLPAHLVELILFNVNSDSLKSCEEVSTSWRCALARGQHWKKLIEKNVRSDSLWWGLSEKRQWDKFLNISRDMSVRRICEKFNYDVNIKRDKLDQLILMHVFYSKLYPKIIRDIHNIDNNWKRGNYKMTRINCQSENSKGVYCLQYDDDKIVSGLRDNTIKIWDRKDYSCSRILSGHTGSVLCLQYDNRVIISGSSDATVRVWDVETGECIKTLIH.... Result: 0 (no interaction). (2) The miRNA is hsa-miR-378b with sequence ACUGGACUUGGAGGCAGAA. The protein sequence of the target gene is MSIPFSNTHYRIPQGFGNLLEGLTREILREQPDNIPAFAAAYFESLLEKREKTNFDPAEWGSKVEDRFYNNHAFEEQEPPEKSDPKQEESQISGKEEETSVTILDSSEEDKEKEEVAAVKIQAAFRGHIAREEAKKMKTNSLQNEEKEENK. Result: 1 (interaction). (3) The miRNA is hsa-miR-6846-3p with sequence UGACCCCUUCUGUCUCCCUAG. The protein sequence of the target gene is MGVRGLQGFVGSTCPHICTVVNFKELAEHHRSKYPGCTPTIVVDAMCCLRYWYTPESWICGGQWREYFSALRDFVKTFTAAGIKLIFFFDGMVEQDKRDEWVKRRLKNNREISRIFHYIKSHKEQPGRNMFFIPSGLAVFTRFALKTLGQETLCSLQEADYEVASYGLQHNCLGILGEDTDYLIYDTCPYFSISELCLESLDTVMLCREKLCESLGLCVADLPLLACLLGNDIIPEGMFESFRYKCLSSYTSVKENFDKKGNIILAVSDHISKVLYLYQGEKKLEEILPLGPNKALFYKG.... Result: 1 (interaction). (4) The miRNA is mmu-miR-369-3p with sequence AAUAAUACAUGGUUGAUCUUU. The protein sequence of the target gene is MSPGSRGRPRQRLEDRGLMKPPSLSKRRLLPRVQFLPLLLLALAMGLAFYIVWNSWHPGVEEMSRSRDLRVPLIGSLSEAKLRLVVGQLDPQRLWGTFLRPLLIVRPPGSSGNLQVRKFLEATLQSLSAGWHVELDPFTASTPLGPLDFGNVVATLDPGAARHLTLACHYDSKFFPPGLPPFVGATDSAVPCALLLELVQALDAMLSRIKQQAAPVTLQLLFLDGEEALKEWGPKDSLYGSRHLAQIMESIPHSPGPTRIQAIELFVLLDLLGASSPIFFSHFPRTARWFQRLRSIEKRL.... Result: 0 (no interaction). (5) The miRNA is hsa-miR-7855-5p with sequence UUGGUGAGGACCCCAAGCUCGG. The protein sequence of the target gene is MAENSLSDGGPADSVEAAKNASNTEKLTDQVMQNPQVLAALQERLDNVSHTPSSYIETLPKAVKRRINALKQLQVRCAHIEAKFYEEVHDLERKYAALYQPLFDKRREFITGDVEPTDAESAWHSENEEEDKLAGDMKNKVVIAEKEAATVEELNPKGIPEFWFTIFRNVDMLSELVQEYDEPILKHLQDIKVKFSDPGQPMSFVLEFHFEPNDYFTNPVLTKTYKMKSEPDKADPFSFEGPEIVDCDGCTIDWKKGKNVTVKTIKKKQKHKGRGTVRTITKQVPNESFFNFFSPLKASG.... Result: 0 (no interaction). (6) The miRNA is hsa-miR-196a-5p with sequence UAGGUAGUUUCAUGUUGUUGGG. The protein sequence of the target gene is MSSTSSKRAPTTATQRLKQDYLRIKKDPVPYICAEPLPSNILEWHYVVRGPEMTPYEGGYYHGKLIFPREFPFKPPSIYMITPNGRFKCNTRLCLSITDFHPDTWNPAWSVSTILTGLLSFMVEKGPTLGSIETSDFTKRQLAVQSLAFNLKDKVFCELFPEVVEEIKQKQKAQDELSSRPQTLPLPDVVPDGETHLVQNGIQLLNGHAPGAVPNLAGLQQANRHHGLLGGALANLFVIVGFAAFAYTVKYVLRSIAQE. Result: 0 (no interaction).